This data is from NCI-60 drug combinations with 297,098 pairs across 59 cell lines. The task is: Regression. Given two drug SMILES strings and cell line genomic features, predict the synergy score measuring deviation from expected non-interaction effect. (1) Drug 1: C1=CN(C=N1)CC(O)(P(=O)(O)O)P(=O)(O)O. Drug 2: CS(=O)(=O)OCCCCOS(=O)(=O)C. Cell line: NCI/ADR-RES. Synergy scores: CSS=-4.01, Synergy_ZIP=0.260, Synergy_Bliss=-1.27, Synergy_Loewe=-6.86, Synergy_HSA=-6.69. (2) Drug 1: C1=NC2=C(N1)C(=S)N=CN2. Drug 2: C1=NC2=C(N=C(N=C2N1C3C(C(C(O3)CO)O)F)Cl)N. Cell line: NCI-H322M. Synergy scores: CSS=4.25, Synergy_ZIP=-1.18, Synergy_Bliss=-3.69, Synergy_Loewe=-0.923, Synergy_HSA=-2.01. (3) Drug 1: CCC1=CC2CC(C3=C(CN(C2)C1)C4=CC=CC=C4N3)(C5=C(C=C6C(=C5)C78CCN9C7C(C=CC9)(C(C(C8N6C)(C(=O)OC)O)OC(=O)C)CC)OC)C(=O)OC.C(C(C(=O)O)O)(C(=O)O)O. Drug 2: COC1=NC(=NC2=C1N=CN2C3C(C(C(O3)CO)O)O)N. Cell line: CAKI-1. Synergy scores: CSS=40.0, Synergy_ZIP=-2.33, Synergy_Bliss=-1.05, Synergy_Loewe=-9.62, Synergy_HSA=1.98. (4) Drug 1: C1=C(C(=O)NC(=O)N1)N(CCCl)CCCl. Drug 2: COCCOC1=C(C=C2C(=C1)C(=NC=N2)NC3=CC=CC(=C3)C#C)OCCOC.Cl. Cell line: SF-539. Synergy scores: CSS=40.4, Synergy_ZIP=-0.383, Synergy_Bliss=-0.618, Synergy_Loewe=-1.35, Synergy_HSA=-0.263. (5) Drug 1: C1CCC(C1)C(CC#N)N2C=C(C=N2)C3=C4C=CNC4=NC=N3. Drug 2: CC1C(C(CC(O1)OC2CC(OC(C2O)C)OC3=CC4=CC5=C(C(=O)C(C(C5)C(C(=O)C(C(C)O)O)OC)OC6CC(C(C(O6)C)O)OC7CC(C(C(O7)C)O)OC8CC(C(C(O8)C)O)(C)O)C(=C4C(=C3C)O)O)O)O. Cell line: SK-MEL-28. Synergy scores: CSS=3.82, Synergy_ZIP=9.89, Synergy_Bliss=18.9, Synergy_Loewe=13.1, Synergy_HSA=14.3. (6) Synergy scores: CSS=47.6, Synergy_ZIP=6.28, Synergy_Bliss=5.46, Synergy_Loewe=5.51, Synergy_HSA=4.95. Drug 1: CCCCC(=O)OCC(=O)C1(CC(C2=C(C1)C(=C3C(=C2O)C(=O)C4=C(C3=O)C=CC=C4OC)O)OC5CC(C(C(O5)C)O)NC(=O)C(F)(F)F)O. Drug 2: C1CN(P(=O)(OC1)NCCCl)CCCl. Cell line: T-47D.